Dataset: Experimentally validated miRNA-target interactions with 360,000+ pairs, plus equal number of negative samples. Task: Binary Classification. Given a miRNA mature sequence and a target amino acid sequence, predict their likelihood of interaction. (1) The miRNA is hsa-miR-362-3p with sequence AACACACCUAUUCAAGGAUUCA. The protein sequence of the target gene is MGTSPSSSTALASCSRIARRATATMIAGSLLLLGFLSTTTAQPEQKASNLIGTYRHVDRATGQVLTCDKCPAGTYVSEHCTNTSLRVCSSCPVGTFTRHENGIEKCHDCSQPCPWPMIEKLPCAALTDRECTCPPGMFQSNATCAPHTVCPVGWGVRKKGTETEDVRCKQCARGTFSDVPSSVMKCKAYTDCLSQNLVVIKPGTKETDNVCGTLPSFSSSTSPSPGTAIFPRPEHMETHEVPSSTYVPKGMNSTESNSSASVRPKVLSSIQEGTVPDNTSSARGKEDVNKTLPNLQVVNH.... Result: 1 (interaction). (2) The miRNA is hsa-miR-4729 with sequence UCAUUUAUCUGUUGGGAAGCUA. The protein sequence of the target gene is MWDPRAARVPPRDLAVLLCNKSNAFFSLGKWNEAFVAAKECLQWDPTYVKGYYRAGYSLLRLHQPYEAARMFFEGLRLVQRSQDQAPVADFLVGVFTTMSSDSIVLQSFLPCFDHIFTTGFPTEVWQSVIEKLAKKGLWHSFLLLSAKKDRLPRNIHVPELSLKSLFEKYVFIGLYEKMEQVPKLVQWLISIGASVETIGPYPLHALMRLCIQARENHLFRWLMDHKPEWKGRINQKDGDGCTVLHVVAAHSPGYLVKRQTEDVQMLLRFGADPTLLDRQSRSVVDVLKRNKNFKAIEKI.... Result: 0 (no interaction). (3) The miRNA is hsa-miR-3180-3p with sequence UGGGGCGGAGCUUCCGGAGGCC. The protein sequence of the target gene is MESTSQDRRATHVITIKPNETVLTAFPYRPHSSLLDFLKGEPRVLGATQILLALIIVGFGTIFALNYIGFSQRLPLVVLTGYPFWGALIFILTGYLTVTDKKSKLLGQGVTGMNVISSLVAITGITFTILSYRHQDKYCQMPSFEEICVFSRTLFIVLFFLPSDVTQNSEQPAPEENDQLQFVLQEEFSSDDSTTNAQSVIFGGYAFFKLTLSRSPLVSQPGNKGREFVPDEQKQSILPSPKFSEEEIEPLPPTLEKKPSENMSIQLDSTFKQMKDEDLQSAIVQPSQMQTKLLQDQAAS.... Result: 0 (no interaction). (4) Result: 0 (no interaction). The protein sequence of the target gene is MSSNSSLLVAVQLCYANVNGSCVKIPFSPGSRVILYIVFGFGAVLAVFGNLLVMISILHFKQLHSPTNFLVASLACADFLVGVTVMPFSMVRTVESCWYFGRSFCTFHTCCDVAFCYSSLFHLCFISIDRYIAVTDPLVYPTKFTVSVSGICISVSWILPLMYSGAVFYTGVYDDGLEELSDALNCIGGCQTVVNQNWVLTDFLSFFIPTFIMIILYGNIFLVARRQAKKIENTGSKTESSSESYKARVARRERKAAKTLGVTVVAFMISWLPYSIDSLIDAFMGFITPACIYEICCWCA.... The miRNA is hsa-miR-4638-3p with sequence CCUGGACACCGCUCAGCCGGCCG. (5) The miRNA is hsa-miR-3678-3p with sequence CUGCAGAGUUUGUACGGACCGG. The protein sequence of the target gene is MHPFYTRAATMIGEIAAAVSFISKFLRTKGLTSERQLQTFSQSLQELLAEHYKHHWFPEKPCKGSGYRCIRINHKMDPLIGQAAQRIGLSSQELFRLLPSELTLWVDPYEVSYRIGEDGSICVLYEASPAGGSTQNSTNVQMVDSRISCKEELLLGRTSPSKNYNMMTVSG. Result: 1 (interaction). (6) The miRNA is hsa-miR-513b-5p with sequence UUCACAAGGAGGUGUCAUUUAU. The protein sequence of the target gene is MACPLDQAIGLLVAIFHKYSGREGDKHTLSKKELKELIQKELTIGSKLQDAEIARLMEDLDRNKDQEVNFQEYVTFLGALALIYNEALKG. Result: 0 (no interaction). (7) The miRNA is rno-miR-200b-3p with sequence UAAUACUGCCUGGUAAUGAUGAC. The protein sequence of the target gene is MRFKNRFQRFMNHRAPANGRYKPTCYEHAANCYTHAFLIVPAIVGSALLHRLSDDCWEKITAWIYGMGLCALFIVSTVFHIVSWKKSHLRTVEHCFHMCDRMVIYFFIAASYAPWLNLRELGPLASHMRWFIWLMAAGGTIYVFLYHEKYKVVELFFYLTMGFSPALVVTSMNNTDGLQELACGGLIYCLGVVFFKSDGIIPFAHAIWHLFVATAAAVHYYAIWKYLYRSPTDFMRHL. Result: 0 (no interaction).